Task: Predict the product of the given reaction.. Dataset: Forward reaction prediction with 1.9M reactions from USPTO patents (1976-2016) (1) Given the reactants [NH2:1][C:2]1[CH:7]=[C:6]([CH:8](O)[CH3:9])[N:5]=[C:4]([C:11]([O:13][CH3:14])=[O:12])[C:3]=1[O:15][CH3:16].OS(C(F)(F)[F:22])(=O)=O.COCCN(S(F)(F)F)CCOC.C([O-])(O)=O.[Na+], predict the reaction product. The product is: [NH2:1][C:2]1[CH:7]=[C:6]([CH:8]([F:22])[CH3:9])[N:5]=[C:4]([C:11]([O:13][CH3:14])=[O:12])[C:3]=1[O:15][CH3:16]. (2) Given the reactants [C:1]([O:5][C:6]([N:8]1[CH2:12][CH2:11][C@H:10]([NH2:13])[CH2:9]1)=[O:7])([CH3:4])([CH3:3])[CH3:2].Cl[CH2:15][CH2:16][CH2:17][CH2:18][O:19][C:20]1[CH:25]=[CH:24][CH:23]=[CH:22][N:21]=1.C(=O)([O-])[O-].[K+].[K+].[I-].[Na+], predict the reaction product. The product is: [C:1]([O:5][C:6]([N:8]1[CH2:12][CH2:11][C@H:10]([NH:13][CH2:15][CH2:16][CH2:17][CH2:18][O:19][C:20]2[CH:25]=[CH:24][CH:23]=[CH:22][N:21]=2)[CH2:9]1)=[O:7])([CH3:4])([CH3:2])[CH3:3]. (3) Given the reactants Br[C:2]1[C:3]([F:21])=[N:4][CH:5]=[CH:6][C:7]=1[C:8]1[C:9]([NH:15][CH:16]2[CH2:20][CH2:19][CH2:18][CH2:17]2)=[N:10][C:11]([NH2:14])=[N:12][CH:13]=1.C(=O)([O-])[O-].[Cs+].[Cs+].C1(P(C2C=CC=CC=2)C2C3OC4C(=CC=CC=4P(C4C=CC=CC=4)C4C=CC=CC=4)C(C)(C)C=3C=CC=2)C=CC=CC=1, predict the reaction product. The product is: [CH:16]1([N:15]2[C:9]3[N:10]=[C:11]([NH2:14])[N:12]=[CH:13][C:8]=3[C:7]3[CH:6]=[CH:5][N:4]=[C:3]([F:21])[C:2]2=3)[CH2:20][CH2:19][CH2:18][CH2:17]1. (4) Given the reactants [BH4-].[Na+].[Br:3][C:4]1[C:5]([CH:11]=[O:12])=[C:6]([SH:10])[CH:7]=[CH:8][CH:9]=1, predict the reaction product. The product is: [Br:3][C:4]1[C:5]([CH2:11][OH:12])=[C:6]([SH:10])[CH:7]=[CH:8][CH:9]=1.